This data is from Reaction yield outcomes from USPTO patents with 853,638 reactions. The task is: Predict the reaction yield, written as a fraction of the theoretical maximum amount of product (1.0 means a 100% yield; for example, 0.34 means a 34% yield). (1) The reactants are C([Si](C)(C)[O:6][CH2:7][C@H:8]([O:12][C:13]1[CH:36]=[CH:35][C:16]2[C:17]3[N:21]([CH2:22][CH2:23][O:24][C:15]=2[CH:14]=1)[CH:20]=[C:19]([C:25]1[N:26]([CH2:30][C:31]([F:34])([F:33])[F:32])[N:27]=[CH:28][N:29]=1)[N:18]=3)[C:9]([NH2:11])=[O:10])(C)(C)C.CCCC[N+](CCCC)(CCCC)CCCC.[F-]. The product is [OH:6][CH2:7][C@H:8]([O:12][C:13]1[CH:36]=[CH:35][C:16]2[C:17]3[N:21]([CH:20]=[C:19]([C:25]4[N:26]([CH2:30][C:31]([F:32])([F:33])[F:34])[N:27]=[CH:28][N:29]=4)[N:18]=3)[CH2:22][CH2:23][O:24][C:15]=2[CH:14]=1)[C:9]([NH2:11])=[O:10]. The catalyst is C1COCC1.C(OCC)(=O)C.O. The yield is 0.560. (2) The catalyst is C1C=CC([P]([Pd]([P](C2C=CC=CC=2)(C2C=CC=CC=2)C2C=CC=CC=2)([P](C2C=CC=CC=2)(C2C=CC=CC=2)C2C=CC=CC=2)[P](C2C=CC=CC=2)(C2C=CC=CC=2)C2C=CC=CC=2)(C2C=CC=CC=2)C2C=CC=CC=2)=CC=1.C(COC)OC. The product is [C:24]([O:23][C:22](=[O:28])[N:21]([CH2:29][CH2:30][O:31][C:32]1[CH:37]=[CH:36][C:35]([C:2]2[C:3]([Cl:19])=[CH:4][C:5]([NH:12][C:13]3[N:17]=[C:16]([NH2:18])[NH:15][N:14]=3)=[CH:6][C:7]=2[C:8]([F:11])([F:10])[F:9])=[CH:34][CH:33]=1)[CH3:20])([CH3:27])([CH3:25])[CH3:26]. The reactants are Br[C:2]1[C:7]([C:8]([F:11])([F:10])[F:9])=[CH:6][C:5]([NH:12][C:13]2[N:17]=[C:16]([NH2:18])[NH:15][N:14]=2)=[CH:4][C:3]=1[Cl:19].[CH3:20][N:21]([CH2:29][CH2:30][O:31][C:32]1[CH:37]=[CH:36][C:35](B2OC(C)(C)C(C)(C)O2)=[CH:34][CH:33]=1)[C:22](=[O:28])[O:23][C:24]([CH3:27])([CH3:26])[CH3:25].C([O-])([O-])=O.[K+].[K+].O1CCOCC1. The yield is 0.360. (3) The reactants are [Cl:1][C:2]1[CH:3]=[CH:4][C:5]([N:10]2[CH2:15][CH2:14][NH:13][CH2:12][CH2:11]2)=[C:6]([CH:9]=1)[C:7]#[N:8].N1C(C)=CC=CC=1C.[I-].[K+].Br[CH2:27][CH2:28][CH:29]=[C:30]1[C:36]2[CH:37]=[CH:38][CH:39]=[N:40][C:35]=2[CH2:34][O:33][C:32]2[CH:41]=[CH:42][C:43]([C:45]([OH:48])([CH3:47])[CH3:46])=[CH:44][C:31]1=2. The catalyst is C(O)(C)C. The product is [Cl:1][C:2]1[CH:3]=[CH:4][C:5]([N:10]2[CH2:11][CH2:12][N:13]([CH2:27][CH2:28][CH:29]=[C:30]3[C:36]4[CH:37]=[CH:38][CH:39]=[N:40][C:35]=4[CH2:34][O:33][C:32]4[CH:41]=[CH:42][C:43]([C:45]([OH:48])([CH3:47])[CH3:46])=[CH:44][C:31]3=4)[CH2:14][CH2:15]2)=[C:6]([CH:9]=1)[C:7]#[N:8]. The yield is 0.540. (4) The reactants are [NH2:1][C:2]1[CH:11]=[N:10][CH:9]=[CH:8][C:3]=1[C:4]([O:6]C)=O.C(N(C(C)C)CC)(C)C.Cl[C:22](Cl)([O:24]C(=O)OC(Cl)(Cl)Cl)Cl.[NH2:33][C:34]1[CH:53]=[CH:52][C:37]([CH2:38][C@@H:39]([C:48]([O:50][CH3:51])=[O:49])[NH:40][C:41]([O:43][C:44]([CH3:47])([CH3:46])[CH3:45])=[O:42])=[CH:36][CH:35]=1.C(=O)([O-])[O-].[K+].[K+]. The catalyst is C(Cl)Cl. The product is [C:44]([O:43][C:41]([NH:40][C@H:39]([C:48]([O:50][CH3:51])=[O:49])[CH2:38][C:37]1[CH:36]=[CH:35][C:34]([N:33]2[C:4](=[O:6])[C:3]3[CH:8]=[CH:9][N:10]=[CH:11][C:2]=3[NH:1][C:22]2=[O:24])=[CH:53][CH:52]=1)=[O:42])([CH3:45])([CH3:46])[CH3:47]. The yield is 0.430. (5) The reactants are CC([N:5]([C@@H:9]([CH3:31])[C:10]([NH:12][C@@H:13]([CH2:27][CH:28]([CH3:30])[CH3:29])/[CH:14]=[CH:15]/[C:16]([NH:18][C:19]1[CH:24]=[CH:23][C:22]([O:25][CH3:26])=[CH:21][CH:20]=1)=[O:17])=[O:11])C(=O)[O-])(C)C.[C:32]([OH:38])([C:34]([F:37])([F:36])[F:35])=[O:33]. The catalyst is C(Cl)Cl. The product is [F:35][C:34]([F:37])([F:36])[C:32]([OH:38])=[O:33].[NH2:5][C@H:9]([C:10]([NH:12][C@@H:13]([CH2:27][CH:28]([CH3:30])[CH3:29])/[CH:14]=[CH:15]/[C:16]([NH:18][C:19]1[CH:24]=[CH:23][C:22]([O:25][CH3:26])=[CH:21][CH:20]=1)=[O:17])=[O:11])[CH3:31]. The yield is 0.670. (6) The catalyst is O1CCCC1. The yield is 0.920. The product is [F:1][C:2]1[CH:3]=[CH:4][C:5]([C@@H:8]2[O:9][CH2:10][CH2:11][N:12]([CH2:14][C:15]3[CH:16]=[CH:17][CH:18]=[CH:19][CH:20]=3)[CH2:13]2)=[CH:6][CH:7]=1. The reactants are [F:1][C:2]1[CH:7]=[CH:6][C:5]([C@H:8]2[CH2:13][N:12]([CH2:14][C:15]3[CH:20]=[CH:19][CH:18]=[CH:17][CH:16]=3)[C:11](=O)[CH2:10][O:9]2)=[CH:4][CH:3]=1.[H-].COCCO[Al+]OCCOC.[Na+].[H-].N1CCOCC1=O. (7) The reactants are [Br:1]Br.C1(P(C2C=CC=CC=2)C2C=CC=CC=2)C=CC=CC=1.N1C=CN=C1.[Si:27]([O:34][CH:35]([C:41]1([CH2:45][CH2:46][CH3:47])[CH2:44][CH2:43][CH2:42]1)[CH2:36][CH:37]=[CH:38][CH2:39]O)([C:30]([CH3:33])([CH3:32])[CH3:31])([CH3:29])[CH3:28]. The catalyst is C(Cl)Cl.CCCCCC. The product is [Br:1][CH2:39][CH:38]=[CH:37][CH2:36][CH:35]([C:41]1([CH2:45][CH2:46][CH3:47])[CH2:44][CH2:43][CH2:42]1)[O:34][Si:27]([C:30]([CH3:33])([CH3:32])[CH3:31])([CH3:29])[CH3:28]. The yield is 0.860.